This data is from Reaction yield outcomes from USPTO patents with 853,638 reactions. The task is: Predict the reaction yield, written as a fraction of the theoretical maximum amount of product (1.0 means a 100% yield; for example, 0.34 means a 34% yield). (1) The reactants are Br[C:2]1[CH:3]=[C:4]2[C:8](=[CH:9][CH:10]=1)[NH:7][CH:6]([C:11]1[CH:16]=[CH:15][CH:14]=[CH:13][C:12]=1[O:17][CH3:18])[C:5]2([CH3:20])[CH3:19].[B:21]1([B:21]2[O:25][C:24]([CH3:27])([CH3:26])[C:23]([CH3:29])([CH3:28])[O:22]2)[O:25][C:24]([CH3:27])([CH3:26])[C:23]([CH3:29])([CH3:28])[O:22]1.C([O-])(=O)C.[K+]. The catalyst is CS(C)=O.C1C=CC(P(C2C=CC=CC=2)[C-]2C=CC=C2)=CC=1.C1C=CC(P(C2C=CC=CC=2)[C-]2C=CC=C2)=CC=1.Cl[Pd]Cl.[Fe+2]. The product is [CH3:18][O:17][C:12]1[CH:13]=[CH:14][CH:15]=[CH:16][C:11]=1[CH:6]1[C:5]([CH3:20])([CH3:19])[C:4]2[C:8](=[CH:9][CH:10]=[C:2]([B:21]3[O:25][C:24]([CH3:27])([CH3:26])[C:23]([CH3:29])([CH3:28])[O:22]3)[CH:3]=2)[NH:7]1. The yield is 0.610. (2) The reactants are [CH2:1]([C:3]1[N:7]([C:8]2[N:16]=[C:15]3[C:11]([N:12]=[C:13]([CH:18]=O)[N:14]3[CH3:17])=[C:10]([N:20]3[CH2:25][CH2:24][O:23][CH2:22][CH2:21]3)[N:9]=2)[C:6]2[CH:26]=[CH:27][CH:28]=[CH:29][C:5]=2[N:4]=1)[CH3:2].[CH3:30][C:31]1([OH:39])[CH2:34][N:33]([CH:35]2[CH2:38][NH:37][CH2:36]2)[CH2:32]1.C(O[BH-](OC(=O)C)OC(=O)C)(=O)C.[Na+]. The catalyst is ClCCCl. The product is [CH2:1]([C:3]1[N:7]([C:8]2[N:16]=[C:15]3[C:11]([N:12]=[C:13]([CH2:18][N:37]4[CH2:38][CH:35]([N:33]5[CH2:34][C:31]([CH3:30])([OH:39])[CH2:32]5)[CH2:36]4)[N:14]3[CH3:17])=[C:10]([N:20]3[CH2:21][CH2:22][O:23][CH2:24][CH2:25]3)[N:9]=2)[C:6]2[CH:26]=[CH:27][CH:28]=[CH:29][C:5]=2[N:4]=1)[CH3:2]. The yield is 0.890. (3) The product is [CH:1]([C:4]1[N:5]=[C:6]([C:9]2[CH:18]=[C:17]([O:19][CH2:20][CH2:21][C@@H:22]3[NH:36][C:35](=[O:37])[N:34]([CH3:38])[CH2:33][CH2:32][CH2:31][CH2:30][CH:29]=[CH:28][C@H:27]4[C@@:25]([C:39]([NH:53][S:50]([C:47]5([CH3:46])[CH2:49][CH2:48]5)(=[O:52])=[O:51])=[O:41])([CH2:26]4)[NH:24][C:23]3=[O:42])[C:16]3[C:11](=[C:12]([Cl:45])[C:13]([O:43][CH3:44])=[CH:14][CH:15]=3)[N:10]=2)[S:7][CH:8]=1)([CH3:3])[CH3:2]. The yield is 0.210. No catalyst specified. The reactants are [CH:1]([C:4]1[N:5]=[C:6]([C:9]2[CH:18]=[C:17]([O:19][CH2:20][CH2:21][C@@H:22]3[NH:36][C:35](=[O:37])[N:34]([CH3:38])[CH2:33][CH2:32][CH2:31][CH2:30][CH:29]=[CH:28][C@H:27]4[C@@:25]([C:39]([OH:41])=O)([CH2:26]4)[NH:24][C:23]3=[O:42])[C:16]3[C:11](=[C:12]([Cl:45])[C:13]([O:43][CH3:44])=[CH:14][CH:15]=3)[N:10]=2)[S:7][CH:8]=1)([CH3:3])[CH3:2].[CH3:46][C:47]1([S:50]([NH-:53])(=[O:52])=[O:51])[CH2:49][CH2:48]1. (4) The reactants are [Cl:1][C:2]1[CH:3]=[C:4]2[C:10]3([CH2:15][CH2:14][N:13]([C:16]([O:18][C:19]([CH3:22])([CH3:21])[CH3:20])=[O:17])[CH2:12][CH2:11]3)[CH2:9][N:8]([C:23]3[C:24]4[C@H:31]([CH3:32])[CH2:30][C@@H:29]([O:33]C(=O)C5C=CC([N+]([O-])=O)=CC=5)[C:25]=4[N:26]=[CH:27][N:28]=3)[C:5]2=[CH:6][CH:7]=1.O[Li].O. The catalyst is C1COCC1.O. The product is [Cl:1][C:2]1[CH:3]=[C:4]2[C:10]3([CH2:11][CH2:12][N:13]([C:16]([O:18][C:19]([CH3:22])([CH3:21])[CH3:20])=[O:17])[CH2:14][CH2:15]3)[CH2:9][N:8]([C:23]3[C:24]4[C@H:31]([CH3:32])[CH2:30][C@@H:29]([OH:33])[C:25]=4[N:26]=[CH:27][N:28]=3)[C:5]2=[CH:6][CH:7]=1. The yield is 0.360.